Dataset: Catalyst prediction with 721,799 reactions and 888 catalyst types from USPTO. Task: Predict which catalyst facilitates the given reaction. (1) Reactant: [C:1]([C:5]1[C:14]2[C:9](=[CH:10][C:11]([O:29][CH3:30])=[C:12](/[C:15](/[CH3:28])=[C:16](/[F:27])\[CH:17]=[CH:18]\[C:19](\[CH3:26])=[CH:20]\[C:21]([O:23]CC)=[O:22])[CH:13]=2)[O:8][C:7]([CH3:32])([CH3:31])[CH:6]=1)([CH3:4])([CH3:3])[CH3:2].[OH-].[Na+]. Product: [C:1]([C:5]1[C:14]2[C:9](=[CH:10][C:11]([O:29][CH3:30])=[C:12](/[C:15](/[CH3:28])=[C:16](/[F:27])\[CH:17]=[CH:18]\[C:19](\[CH3:26])=[CH:20]\[C:21]([OH:23])=[O:22])[CH:13]=2)[O:8][C:7]([CH3:32])([CH3:31])[CH:6]=1)([CH3:4])([CH3:2])[CH3:3]. The catalyst class is: 353. (2) The catalyst class is: 58. Reactant: F[C:2]1[CH:12]=[CH:11][C:5]([C:6]([O:8][CH2:9][CH3:10])=[O:7])=[CH:4][CH:3]=1.[NH:13]1[CH:17]=[CH:16][CH:15]=[N:14]1.C(=O)([O-])[O-].[K+].[K+]. Product: [N:13]1([C:2]2[CH:12]=[CH:11][C:5]([C:6]([O:8][CH2:9][CH3:10])=[O:7])=[CH:4][CH:3]=2)[CH:17]=[CH:16][CH:15]=[N:14]1. (3) Reactant: [Cl:1][C:2]1[CH:3]=[C:4]([CH:8]2[N:12]([CH:13]3[CH2:18][CH2:17][N:16]([CH2:19][C:20]4[CH:21]=[CH:22][C:23]([O:26][C:27]5[CH:35]=[CH:34][C:30]([C:31](O)=O)=[CH:29][CH:28]=5)=[N:24][CH:25]=4)[CH2:15][CH2:14]3)[C:11](=[O:36])[N:10]([CH:37]3[CH2:41][CH2:40][O:39][CH2:38]3)[CH2:9]2)[CH:5]=[CH:6][CH:7]=1.[NH4+:42].[Cl-].[N-:44]=[N+:45]=[N-:46].[Na+]. Product: [Cl:1][C:2]1[CH:3]=[C:4]([CH:8]2[CH2:9][N:10]([CH:37]3[CH2:41][CH2:40][O:39][CH2:38]3)[C:11](=[O:36])[N:12]2[CH:13]2[CH2:18][CH2:17][N:16]([CH2:19][C:20]3[CH:25]=[N:24][C:23]([O:26][C:27]4[CH:35]=[CH:34][C:30]([C:31]5[N:44]=[N:45][NH:46][N:42]=5)=[CH:29][CH:28]=4)=[CH:22][CH:21]=3)[CH2:15][CH2:14]2)[CH:5]=[CH:6][CH:7]=1. The catalyst class is: 3.